This data is from Forward reaction prediction with 1.9M reactions from USPTO patents (1976-2016). The task is: Predict the product of the given reaction. (1) Given the reactants [CH:1]1([C:4]2[CH:5]=[C:6]([CH3:26])[C:7]([N:10]3[CH2:15][CH2:14][N:13]([C:16]([C:18]4[CH:19]=[N:20][C:21](F)=[C:22]([CH3:24])[CH:23]=4)=[O:17])[CH2:12][CH2:11]3)=[N:8][CH:9]=2)[CH2:3][CH2:2]1.[O:27]1[CH2:31][CH2:30][NH:29][C:28]1=[O:32], predict the reaction product. The product is: [CH:1]1([C:4]2[CH:5]=[C:6]([CH3:26])[C:7]([N:10]3[CH2:15][CH2:14][N:13]([C:16]([C:18]4[CH:23]=[C:22]([CH3:24])[C:21]([N:29]5[CH2:30][CH2:31][O:27][C:28]5=[O:32])=[N:20][CH:19]=4)=[O:17])[CH2:12][CH2:11]3)=[N:8][CH:9]=2)[CH2:3][CH2:2]1. (2) The product is: [Si:25]([O:11][C:10]([CH3:13])([CH3:12])[CH2:9][N:6]1[CH:5]=[C:4]([NH2:1])[CH:8]=[N:7]1)([C:28]([CH3:31])([CH3:30])[CH3:29])([CH3:27])[CH3:26]. Given the reactants [N+:1]([C:4]1[CH:5]=[N:6][NH:7][CH:8]=1)([O-])=O.[CH3:9][C:10]1([CH3:13])[CH2:12][O:11]1.N12CCCN=C1CCCCC2.[Si:25](Cl)([C:28]([CH3:31])([CH3:30])[CH3:29])([CH3:27])[CH3:26].N1C=CN=C1.C(N(CC)CC)C, predict the reaction product. (3) Given the reactants [CH2:1]([O:8]N1C2C(=CC=CC=2)CC1)[C:2]1[CH:7]=[CH:6][CH:5]=[CH:4][CH:3]=1.Cl[C:19]1[C:20]2[CH:27]=[CH:26][NH:25][C:21]=2[N:22]=[CH:23][N:24]=1.CC[N:30]([CH2:33][CH3:34])[CH2:31][CH3:32], predict the reaction product. The product is: [CH2:1]([O:8][C:2]1[CH:3]=[CH:4][CH:32]=[C:31]2[C:1]=1[CH2:34][CH2:33][N:30]2[C:19]1[C:20]2[CH:27]=[CH:26][NH:25][C:21]=2[N:22]=[CH:23][N:24]=1)[C:2]1[CH:3]=[CH:4][CH:5]=[CH:6][CH:7]=1.